This data is from Full USPTO retrosynthesis dataset with 1.9M reactions from patents (1976-2016). The task is: Predict the reactants needed to synthesize the given product. (1) Given the product [C:12]([O:11][C:9](=[O:10])[NH:7][CH2:6][CH2:5][CH2:4][CH2:3][CH2:2][CH2:1][NH2:8])([CH3:15])([CH3:14])[CH3:13], predict the reactants needed to synthesize it. The reactants are: [CH2:1]([NH2:8])[CH2:2][CH2:3][CH2:4][CH2:5][CH2:6][NH2:7].[C:9](O[C:9]([O:11][C:12]([CH3:15])([CH3:14])[CH3:13])=[O:10])([O:11][C:12]([CH3:15])([CH3:14])[CH3:13])=[O:10]. (2) Given the product [CH3:38][O:39][C:40](=[O:46])[C@@H:41]([CH3:45])[CH2:42][CH2:43][O:29][C:26]1[CH:25]=[CH:24][C:23]([C:22]([N:15]2[C:16]3[C:21](=[CH:20][CH:19]=[CH:18][CH:17]=3)[C@H:12]([N:8]([C:9](=[O:11])[CH3:10])[C:5]3[CH:4]=[CH:3][C:2]([Cl:1])=[CH:7][CH:6]=3)[CH2:13][CH:14]2[CH3:31])=[O:30])=[CH:28][CH:27]=1, predict the reactants needed to synthesize it. The reactants are: [Cl:1][C:2]1[CH:7]=[CH:6][C:5]([N:8]([C@H:12]2[C:21]3[C:16](=[CH:17][CH:18]=[CH:19][CH:20]=3)[N:15]([C:22](=[O:30])[C:23]3[CH:28]=[CH:27][C:26]([OH:29])=[CH:25][CH:24]=3)[C@@H:14]([CH3:31])[CH2:13]2)[C:9](=[O:11])[CH3:10])=[CH:4][CH:3]=1.C([O-])([O-])=O.[Cs+].[Cs+].[CH3:38][O:39][C:40](=[O:46])[CH:41]([CH3:45])[CH2:42][CH2:43]Cl. (3) Given the product [C:1]([NH:5][S:6]([C:9]1[CH:10]=[N:11][N:12]2[C:17]([NH:18][C:19]3[CH:24]=[C:23]([CH3:25])[C:22]([F:26])=[CH:21][C:20]=3[Cl:27])=[C:16]([C:28]([N:43]3[CH2:44][CH2:45][CH:40]([C:37]4[CH:36]=[CH:35][C:34]([F:33])=[CH:39][CH:38]=4)[CH2:41][CH2:42]3)=[O:29])[CH:15]=[N:14][C:13]=12)(=[O:8])=[O:7])([CH3:2])([CH3:3])[CH3:4], predict the reactants needed to synthesize it. The reactants are: [C:1]([NH:5][S:6]([C:9]1[CH:10]=[N:11][N:12]2[C:17]([NH:18][C:19]3[CH:24]=[C:23]([CH3:25])[C:22]([F:26])=[CH:21][C:20]=3[Cl:27])=[C:16]([C:28](OCC)=[O:29])[CH:15]=[N:14][C:13]=12)(=[O:8])=[O:7])([CH3:4])([CH3:3])[CH3:2].[F:33][C:34]1[CH:39]=[CH:38][C:37]([CH:40]2[CH2:45][CH2:44][NH:43][CH2:42][CH2:41]2)=[CH:36][CH:35]=1. (4) Given the product [CH3:25][O:26][C:27]1[CH:34]=[C:33]([O:35][CH3:36])[CH:32]=[CH:31][C:28]=1[CH2:29][N:30]1[CH:11]2[N:12]3[C:21](=[C:9]([C:6]4[CH:5]=[CH:4][C:3]([C:1]#[N:2])=[CH:8][CH:7]=4)[N:10]=[CH:17][C:13]3=[CH:14][CH2:15][C:16]1=[O:42])[CH2:22][CH2:23]2, predict the reactants needed to synthesize it. The reactants are: [C:1]([C:3]1[CH:8]=[CH:7][C:6]([C:9]2[N:10]=[C:11]3[CH:16]=[CH:15][CH:14]=[C:13]([C:17](OC)=O)[N:12]3[C:21]=2[CH2:22][CH:23]=O)=[CH:5][CH:4]=1)#[N:2].[CH3:25][O:26][C:27]1[CH:34]=[C:33]([O:35][CH3:36])[CH:32]=[CH:31][C:28]=1[CH2:29][NH2:30].[BH3-]C#N.[Na+].C[OH:42]. (5) Given the product [CH:16]([N:19]([CH2:20][C:21]1[O:25][N:24]=[C:23]([C:26]2[CH:27]=[CH:28][C:29]([CH3:32])=[CH:30][CH:31]=2)[N:22]=1)[C:9](=[O:10])[CH2:8][O:7][C:6]1[CH:12]=[CH:13][C:3]([C:2]([F:15])([F:14])[F:1])=[CH:4][CH:5]=1)([CH3:18])[CH3:17], predict the reactants needed to synthesize it. The reactants are: [F:1][C:2]([F:15])([F:14])[C:3]1[CH:13]=[CH:12][C:6]([O:7][CH2:8][C:9](Cl)=[O:10])=[CH:5][CH:4]=1.[CH:16]([NH:19][CH2:20][C:21]1[O:25][N:24]=[C:23]([C:26]2[CH:31]=[CH:30][C:29]([CH3:32])=[CH:28][CH:27]=2)[N:22]=1)([CH3:18])[CH3:17].C(N(CC)CC)C. (6) Given the product [Cl:1][C:2]1[C:3]([O:12][C:13]2[CH:18]=[C:17]([O:19][CH2:20][CH2:21][O:22][CH3:23])[CH:16]=[CH:15][C:14]=2/[CH:24]=[CH:25]/[C:26]([NH:40][S:37]([CH2:32][CH2:33][CH2:34][CH2:35][CH3:36])(=[O:39])=[O:38])=[O:28])=[N:4][CH:5]=[C:6]([C:8]([F:9])([F:10])[F:11])[CH:7]=1, predict the reactants needed to synthesize it. The reactants are: [Cl:1][C:2]1[C:3]([O:12][C:13]2[CH:18]=[C:17]([O:19][CH2:20][CH2:21][O:22][CH3:23])[CH:16]=[CH:15][C:14]=2/[CH:24]=[CH:25]/[C:26]([OH:28])=O)=[N:4][CH:5]=[C:6]([C:8]([F:11])([F:10])[F:9])[CH:7]=1.C(#N)C.[CH2:32]([S:37]([NH2:40])(=[O:39])=[O:38])[CH2:33][CH2:34][CH2:35][CH3:36].Cl.